The task is: Predict the reaction yield, written as a fraction of the theoretical maximum amount of product (1.0 means a 100% yield; for example, 0.34 means a 34% yield).. This data is from Reaction yield outcomes from USPTO patents with 853,638 reactions. (1) The reactants are [CH3:1][C:2]([OH:13])([CH3:12])[CH2:3][N:4]1[CH:8]=[CH:7][C:6]([N+:9]([O-:11])=[O:10])=[N:5]1.CN(C)C=O.[CH2:19]([Si:21](Cl)([CH2:24][CH3:25])[CH2:22][CH3:23])[CH3:20].N1C=CN=C1. The catalyst is C(OCC)(=O)C. The product is [CH3:12][C:2]([O:13][Si:21]([CH2:24][CH3:25])([CH2:22][CH3:23])[CH2:19][CH3:20])([CH3:1])[CH2:3][N:4]1[CH:8]=[CH:7][C:6]([N+:9]([O-:11])=[O:10])=[N:5]1. The yield is 0.720. (2) The reactants are [CH3:1][C:2]1[S:6][C:5]([SH:7])=[N:4][N:3]=1.Br[CH2:9][C:10](=[O:16])[C:11]([O:13][CH2:14][CH3:15])=[O:12]. The catalyst is C(Cl)Cl.C(#N)C. The product is [CH2:14]([O:13][C:11](=[O:12])[C:10](=[O:16])[CH2:9][S:7][C:5]1[S:6][C:2]([CH3:1])=[N:3][N:4]=1)[CH3:15]. The yield is 0.690.